This data is from Full USPTO retrosynthesis dataset with 1.9M reactions from patents (1976-2016). The task is: Predict the reactants needed to synthesize the given product. (1) Given the product [Cl:23][C:18]1[CH:17]=[C:16]([N:11]2[C:10](=[O:24])[C@:9]3([CH2:25][CH2:26][CH2:27][C@H:8]3[C:5]3[CH:6]=[CH:7][C:2]([C:28]#[N:29])=[CH:3][CH:4]=3)[N:13]([CH3:14])[C:12]2=[O:15])[CH:21]=[C:20]([Cl:22])[CH:19]=1, predict the reactants needed to synthesize it. The reactants are: Br[C:2]1[CH:7]=[CH:6][C:5]([CH:8]2[CH2:27][CH2:26][CH2:25][C:9]32[N:13]([CH3:14])[C:12](=[O:15])[N:11]([C:16]2[CH:21]=[C:20]([Cl:22])[CH:19]=[C:18]([Cl:23])[CH:17]=2)[C:10]3=[O:24])=[CH:4][CH:3]=1.[C:28]([Cu])#[N:29].C(N)CN. (2) Given the product [CH3:24][N:25]1[C:29]([CH3:30])=[CH:28][C:27]([NH:31][C:10](=[O:12])[C:9]2[CH:13]=[C:14]([O:16][CH2:17][C:18]3[CH:23]=[CH:22][CH:21]=[CH:20][CH:19]=3)[CH:15]=[C:7]([O:6][CH:3]([CH2:2][F:1])[CH2:4][F:5])[CH:8]=2)=[N:26]1, predict the reactants needed to synthesize it. The reactants are: [F:1][CH2:2][CH:3]([O:6][C:7]1[CH:8]=[C:9]([CH:13]=[C:14]([O:16][CH2:17][C:18]2[CH:23]=[CH:22][CH:21]=[CH:20][CH:19]=2)[CH:15]=1)[C:10]([OH:12])=O)[CH2:4][F:5].[CH3:24][N:25]1[C:29]([CH3:30])=[CH:28][C:27]([NH2:31])=[N:26]1.CCN(C(C)C)C(C)C.CN(C(ON1N=NC2C=CC=NC1=2)=[N+](C)C)C.F[P-](F)(F)(F)(F)F. (3) Given the product [C:1]([O:5][C:6]([N:8]1[CH2:11][CH:10]([CH2:12][NH:13][CH2:17][C:16]2[CH:19]=[CH:20][C:21]([Cl:23])=[CH:22][C:15]=2[Cl:14])[CH2:9]1)=[O:7])([CH3:4])([CH3:3])[CH3:2], predict the reactants needed to synthesize it. The reactants are: [C:1]([O:5][C:6]([N:8]1[CH2:11][CH:10]([CH2:12][NH2:13])[CH2:9]1)=[O:7])([CH3:4])([CH3:3])[CH3:2].[Cl:14][C:15]1[CH:22]=[C:21]([Cl:23])[CH:20]=[CH:19][C:16]=1[CH:17]=O.C(O)(=O)C.C(O[BH-](OC(=O)C)OC(=O)C)(=O)C.[Na+].[OH-].[Na+]. (4) Given the product [CH2:17]([C:14]1[CH:15]=[C:16]2[NH:8][CH2:9][C:10]([CH3:25])([CH3:24])[C:11]2=[N:12][CH:13]=1)[C:18]1[CH:19]=[CH:20][CH:21]=[CH:22][CH:23]=1, predict the reactants needed to synthesize it. The reactants are: C(OC([N:8]1[C:16]2[C:11](=[N:12][CH:13]=[C:14]([CH2:17][C:18]3[CH:23]=[CH:22][CH:21]=[CH:20][CH:19]=3)[CH:15]=2)[C:10]([CH3:25])([CH3:24])[CH2:9]1)=O)(C)(C)C.Cl.O1CCOCC1.C(OCC)C. (5) Given the product [Cl-:1].[O:12]=[C:4]([NH:2]/[N:3]=[CH:21]/[CH:20]=[CH:19]/[C:16]1[CH:17]=[CH:18][CH:13]=[CH:14][CH:15]=1)[CH2:5][N+:6]1[CH:7]=[CH:8][CH:9]=[CH:10][CH:11]=1, predict the reactants needed to synthesize it. The reactants are: [Cl-:1].[NH:2]([C:4](=[O:12])[CH2:5][N+:6]1[CH:11]=[CH:10][CH:9]=[CH:8][CH:7]=1)[NH2:3].[CH:13]1[CH:18]=[CH:17][C:16](/[CH:19]=[CH:20]/[CH:21]=O)=[CH:15][CH:14]=1. (6) Given the product [CH3:1][C:2]1([CH3:31])[N:6]([C:7]2[S:8][C:9]3[CH:15]=[C:14]([CH2:16][N:17]4[C:21]5[CH:22]=[CH:23][C:24]([O:26][CH2:33][CH2:34][N:35]6[CH2:40][CH2:39][O:38][CH2:37][CH2:36]6)=[CH:25][C:20]=5[N:19]=[CH:18]4)[CH:13]=[CH:12][C:10]=3[N:11]=2)[C@@H:5]2[CH2:27][CH2:28][CH2:29][CH2:30][C@H:4]2[O:3]1, predict the reactants needed to synthesize it. The reactants are: [CH3:1][C:2]1([CH3:31])[N:6]([C:7]2[S:8][C:9]3[CH:15]=[C:14]([CH2:16][N:17]4[C:21]5[CH:22]=[CH:23][C:24]([OH:26])=[CH:25][C:20]=5[N:19]=[CH:18]4)[CH:13]=[CH:12][C:10]=3[N:11]=2)[C@@H:5]2[CH2:27][CH2:28][CH2:29][CH2:30][C@H:4]2[O:3]1.I[CH2:33][CH2:34][N:35]1[CH2:40][CH2:39][O:38][CH2:37][CH2:36]1.C([O-])([O-])=O.[Cs+].[Cs+].CN1C(=O)CCC1. (7) Given the product [O:1]1[C:5]([C:6]2[CH:11]=[CH:10][C:9]([S:12]([NH:16][C:17]3[CH:22]=[CH:21][CH:20]=[C:19]([C:23]4[NH:27][N:26]=[N:25][N:24]=4)[CH:18]=3)(=[O:14])=[O:13])=[CH:8][CH:7]=2)=[CH:4][N:3]=[CH:2]1, predict the reactants needed to synthesize it. The reactants are: [O:1]1[C:5]([C:6]2[CH:11]=[CH:10][C:9]([S:12](Cl)(=[O:14])=[O:13])=[CH:8][CH:7]=2)=[CH:4][N:3]=[CH:2]1.[NH2:16][C:17]1[CH:18]=[C:19]([C:23]2[NH:27][N:26]=[N:25][N:24]=2)[CH:20]=[CH:21][CH:22]=1. (8) The reactants are: [N:1]1[CH:6]=[CH:5][C:4]([C:7]2[N:8]=[C:9]3[NH:16][CH:15]=[CH:14][N:10]3[C:11](=[O:13])[CH:12]=2)=[N:3][CH:2]=1.C(=O)([O-])[O-].[K+].[K+].[F:23][C:24]1[CH:29]=[CH:28][C:27]([CH2:30][CH2:31]OS(C)(=O)=O)=[C:26]([O:37][CH3:38])[CH:25]=1. Given the product [F:23][C:24]1[CH:29]=[CH:28][C:27]([CH2:30][CH2:31][N:16]2[C:9]3=[N:8][C:7]([C:4]4[CH:5]=[CH:6][N:1]=[CH:2][N:3]=4)=[CH:12][C:11](=[O:13])[N:10]3[CH:14]=[CH:15]2)=[C:26]([O:37][CH3:38])[CH:25]=1, predict the reactants needed to synthesize it.